From a dataset of Forward reaction prediction with 1.9M reactions from USPTO patents (1976-2016). Predict the product of the given reaction. (1) Given the reactants C(Cl)(=O)CCCCCCCCCCCCC.[C:17]([NH:32][CH2:33][CH2:34][CH2:35][CH2:36][CH2:37][CH2:38][CH2:39][CH2:40][CH2:41][CH2:42][CH2:43][CH2:44][CH2:45][CH3:46])(=O)[CH2:18][CH2:19][CH2:20][CH2:21][CH2:22][CH2:23][CH2:24][CH2:25][CH2:26][CH2:27][CH2:28][CH2:29][CH3:30].C(N)CCCCCCCCCCCCC.C1CCN2C(=NCCC2)CC1, predict the reaction product. The product is: [CH2:33]([NH:32][CH2:17][CH2:18][CH2:19][CH2:20][CH2:21][CH2:22][CH2:23][CH2:24][CH2:25][CH2:26][CH2:27][CH2:28][CH2:29][CH3:30])[CH2:34][CH2:35][CH2:36][CH2:37][CH2:38][CH2:39][CH2:40][CH2:41][CH2:42][CH2:43][CH2:44][CH2:45][CH3:46]. (2) Given the reactants Cl.[Cl:2][C:3]1[CH:4]=[C:5]([NH:9][NH2:10])[CH:6]=[CH:7][CH:8]=1.[CH:11]([CH:13]([CH:19]=O)[C:14]([O:16][CH2:17][CH3:18])=[O:15])=O, predict the reaction product. The product is: [Cl:2][C:3]1[CH:4]=[C:5]([N:9]2[CH:19]=[C:13]([C:14]([O:16][CH2:17][CH3:18])=[O:15])[CH:11]=[N:10]2)[CH:6]=[CH:7][CH:8]=1.